This data is from Catalyst prediction with 721,799 reactions and 888 catalyst types from USPTO. The task is: Predict which catalyst facilitates the given reaction. (1) Reactant: C([O:8][C:9]1[CH:10]=[C:11](/[CH:23]=[CH:24]/[C:25]([NH:27][C:28]([CH3:33])([CH3:32])[C:29]([OH:31])=[O:30])=[O:26])[CH:12]=[CH:13][C:14]=1[N:15]1[CH2:19][C:18](=[O:20])[NH:17][S:16]1(=[O:22])=[O:21])C1C=CC=CC=1. Product: [OH:8][C:9]1[CH:10]=[C:11]([CH2:23][CH2:24][C:25]([NH:27][C:28]([CH3:33])([CH3:32])[C:29]([OH:31])=[O:30])=[O:26])[CH:12]=[CH:13][C:14]=1[N:15]1[CH2:19][C:18](=[O:20])[NH:17][S:16]1(=[O:22])=[O:21]. The catalyst class is: 99. (2) Reactant: [CH:1]1([N:5]2[CH2:11][CH2:10][C:9]3[S:12][C:13]([C:15]4[CH:16]=[CH:17]C(C#N)=[N:19][CH:20]=4)=[N:14][C:8]=3[CH2:7][CH2:6]2)[CH2:4][CH2:3][CH2:2]1.[OH-:23].[Na+].[CH2:25]([OH:27])[CH3:26]. Product: [CH:1]1([N:5]2[CH2:11][CH2:10][C:9]3[S:12][C:13]([C:15]4[CH:16]=[CH:17][C:26]([C:25]([OH:23])=[O:27])=[N:19][CH:20]=4)=[N:14][C:8]=3[CH2:7][CH2:6]2)[CH2:4][CH2:3][CH2:2]1. The catalyst class is: 5. (3) Reactant: [F:1][C:2]1[CH:7]=[CH:6][C:5]([C:8]2[C:9]([O:11][C:12](=[O:14])[CH:13]=2)=[O:10])=[CH:4][CH:3]=1.[F-].[Cs+].[C:17]([Si](C)(C)C)([F:20])([F:19])[F:18]. Product: [F:18][C:17]([F:20])([F:19])[C:9](=[O:10])[C:8]([C:5]1[CH:6]=[CH:7][C:2]([F:1])=[CH:3][CH:4]=1)=[CH:13][C:12]([OH:11])=[O:14]. The catalyst class is: 753. (4) Reactant: [OH:1][C@@H:2]([C@H:10]([C:12]1C=CC=CC=1)C)[C:3]([O:5][CH2:6][CH2:7][CH2:8][CH3:9])=S.C([OH:20])C. Product: [OH:1][C@@H:2]([CH2:10][CH3:12])[C:3]([O:5][CH2:6][CH2:7][CH2:8][CH3:9])=[O:20]. The catalyst class is: 181. (5) Reactant: [CH3:1][O:2][C:3]([C:5]1[N:10]=[CH:9][C:8]([NH2:11])=[CH:7][N:6]=1)=[O:4].[C:12](O[C:12]([O:14][C:15]([CH3:18])([CH3:17])[CH3:16])=[O:13])([O:14][C:15]([CH3:18])([CH3:17])[CH3:16])=[O:13]. Product: [CH3:1][O:2][C:3]([C:5]1[N:6]=[CH:7][C:8]([NH:11][C:12]([O:14][C:15]([CH3:18])([CH3:17])[CH3:16])=[O:13])=[CH:9][N:10]=1)=[O:4]. The catalyst class is: 599. (6) Reactant: C([Li])CCC.Br[C:7]1[S:11][C:10]([CH:12]2[O:16][CH2:15][CH2:14][O:13]2)=[CH:9][CH:8]=1.[CH3:17][C:18]1[S:22][C:21]([CH:23]=[O:24])=[CH:20][CH:19]=1.O. Product: [O:13]1[CH2:14][CH2:15][O:16][CH:12]1[C:10]1[S:11][C:7]([CH:23]([C:21]2[S:22][C:18]([CH3:17])=[CH:19][CH:20]=2)[OH:24])=[CH:8][CH:9]=1. The catalyst class is: 54. (7) Reactant: [C:1]([C:5]1[CH:10]=[CH:9][N:8]=[CH:7][CH:6]=1)([CH3:4])([CH3:3])[CH3:2].[OH:11]O. Product: [C:1]([C:5]1[CH:10]=[CH:9][N+:8]([O-:11])=[CH:7][CH:6]=1)([CH3:4])([CH3:3])[CH3:2]. The catalyst class is: 15. (8) Reactant: [CH3:1][C:2]1[S:3][CH:4]=[C:5]([C:7]2[CH:12]=[CH:11][C:10]([N+:13]([O-])=O)=[CH:9][CH:8]=2)[N:6]=1. Product: [CH3:1][C:2]1[S:3][CH:4]=[C:5]([C:7]2[CH:12]=[CH:11][C:10]([NH2:13])=[CH:9][CH:8]=2)[N:6]=1. The catalyst class is: 153. (9) Reactant: [Cl:1][C:2]1[CH:7]=[C:6]([C:8]2[N:13]=[N:12][C:11](SC)=[N:10][CH:9]=2)[CH:5]=[C:4]([Cl:16])[C:3]=1[OH:17].[CH3:18][O:19][CH:20]([O:29][CH3:30])[C:21]1[CH:26]=[CH:25][C:24]([CH2:27][OH:28])=[CH:23][CH:22]=1.CC(C)([O-])C.[K+].P([O-])([O-])([O-])=O. Product: [Cl:1][C:2]1[CH:7]=[C:6]([C:8]2[N:13]=[N:12][C:11]([O:28][CH2:27][C:24]3[CH:23]=[CH:22][C:21]([CH:20]([O:19][CH3:18])[O:29][CH3:30])=[CH:26][CH:25]=3)=[N:10][CH:9]=2)[CH:5]=[C:4]([Cl:16])[C:3]=1[OH:17]. The catalyst class is: 266. (10) Reactant: [NH2:1][C:2]1[CH:10]=[C:9]([F:11])[CH:8]=[CH:7][C:3]=1[C:4]([OH:6])=O.CCN=C=NCCCN(C)C.C1C=CC2N(O)N=NC=2C=1.CCN(C(C)C)C(C)C.[CH3:42][C:43]([NH2:47])([C:45]#[CH:46])[CH3:44]. Product: [NH2:1][C:2]1[CH:10]=[C:9]([F:11])[CH:8]=[CH:7][C:3]=1[C:4]([NH:47][C:43]([CH3:44])([C:45]#[CH:46])[CH3:42])=[O:6]. The catalyst class is: 2.